From a dataset of Forward reaction prediction with 1.9M reactions from USPTO patents (1976-2016). Predict the product of the given reaction. Given the reactants [F:1][C:2]1[CH:7]=[C:6]([S:8]([CH3:11])(=[O:10])=[O:9])[CH:5]=[CH:4][C:3]=1[NH:12][C@H:13]1[CH2:17][CH2:16][N:15]([CH:18]2[CH2:23][CH2:22][N:21](C(OC(C)(C)C)=O)[CH2:20][C:19]2([CH3:32])[CH3:31])[C:14]1=[O:33].C(O)(C(F)(F)F)=O, predict the reaction product. The product is: [CH3:31][C:19]1([CH3:32])[CH:18]([N:15]2[CH2:16][CH2:17][C@H:13]([NH:12][C:3]3[CH:4]=[CH:5][C:6]([S:8]([CH3:11])(=[O:9])=[O:10])=[CH:7][C:2]=3[F:1])[C:14]2=[O:33])[CH2:23][CH2:22][NH:21][CH2:20]1.